From a dataset of Peptide-MHC class II binding affinity with 134,281 pairs from IEDB. Regression. Given a peptide amino acid sequence and an MHC pseudo amino acid sequence, predict their binding affinity value. This is MHC class II binding data. The peptide sequence is SMPFGKTPVLEIDGK. The MHC is DRB1_1001 with pseudo-sequence DRB1_1001. The binding affinity (normalized) is 0.170.